Dataset: Catalyst prediction with 721,799 reactions and 888 catalyst types from USPTO. Task: Predict which catalyst facilitates the given reaction. (1) Reactant: [CH3:1][O:2][CH2:3][CH2:4][CH2:5][N:6]1[C:11]2[CH:12]=[C:13]([CH3:16])[CH:14]=[CH:15][C:10]=2[O:9][C:8]([CH3:23])([C:17]2[CH:22]=[CH:21][CH:20]=[CH:19][CH:18]=2)[C:7]1=[O:24].[Br:25]N1C(=O)CCC1=O.N(C(C)(C)C#N)=NC(C)(C)C#N.C(OOC(=O)C1C=CC=CC=1)(=O)C1C=CC=CC=1. Product: [Br:25][CH2:16][C:13]1[CH:14]=[CH:15][C:10]2[O:9][C:8]([CH3:23])([C:17]3[CH:18]=[CH:19][CH:20]=[CH:21][CH:22]=3)[C:7](=[O:24])[N:6]([CH2:5][CH2:4][CH2:3][O:2][CH3:1])[C:11]=2[CH:12]=1. The catalyst class is: 53. (2) The catalyst class is: 245. Reactant: [CH2:1]([O:3][C:4](=[O:16])[C:5]1[CH:10]=[CH:9][CH:8]=[CH:7][C:6]=1[NH:11][S:12]([CH3:15])(=[O:14])=[O:13])[CH3:2].[C:17](=O)([O-])[O-].[Cs+].[Cs+].IC. Product: [CH2:1]([O:3][C:4](=[O:16])[C:5]1[CH:10]=[CH:9][CH:8]=[CH:7][C:6]=1[N:11]([S:12]([CH3:15])(=[O:13])=[O:14])[CH3:17])[CH3:2].